Dataset: Experimentally validated miRNA-target interactions with 360,000+ pairs, plus equal number of negative samples. Task: Binary Classification. Given a miRNA mature sequence and a target amino acid sequence, predict their likelihood of interaction. The miRNA is hsa-miR-302c-3p with sequence UAAGUGCUUCCAUGUUUCAGUGG. The protein sequence of the target gene is MAVAPLRGALLLWQLLAAGGAALEIGRFDPERGRGAAPCQAVEIPMCRGIGYNLTRMPNLLGHTSQGEAAAELAEFAPLVQYGCHSHLRFFLCSLYAPMCTDQVSTPIPACRPMCEQARLRCAPIMEQFNFGWPDSLDCARLPTRNDPHALCMEAPENATAGPAEPHKGLGMLPVAPRPARPPGDLGPGAGGSGTCENPEKFQYVEKSRSCAPRCGPGVEVFWSRRDKDFALVWMAVWSALCFFSTAFTVLTFLLEPHRFQYPERPIIFLSMCYNVYSLAFLIRAVAGAQSVACDQEAGA.... Result: 1 (interaction).